This data is from Peptide-MHC class II binding affinity with 134,281 pairs from IEDB. The task is: Regression. Given a peptide amino acid sequence and an MHC pseudo amino acid sequence, predict their binding affinity value. This is MHC class II binding data. (1) The peptide sequence is PARLFKAFVLDSDNL. The MHC is DRB1_1001 with pseudo-sequence DRB1_1001. The binding affinity (normalized) is 0.875. (2) The MHC is DRB1_0101 with pseudo-sequence DRB1_0101. The binding affinity (normalized) is 0.518. The peptide sequence is IQRMAVELFQTILGE. (3) The peptide sequence is AATQARAAAAAFEAA. The MHC is HLA-DQA10102-DQB10602 with pseudo-sequence HLA-DQA10102-DQB10602. The binding affinity (normalized) is 0.825. (4) The peptide sequence is WKMLDPRQGLAVLRK. The binding affinity (normalized) is 0.646. The MHC is DRB1_1101 with pseudo-sequence DRB1_1101. (5) The peptide sequence is AFKVAATAANAAPANY. The MHC is H-2-IAs with pseudo-sequence H-2-IAs. The binding affinity (normalized) is 0.809. (6) The peptide sequence is AARLLSIRAMSTKFS. The MHC is DRB1_0301 with pseudo-sequence DRB1_0301. The binding affinity (normalized) is 0.377. (7) The peptide sequence is NLIGLIGRGGDEALR. The MHC is DRB1_0101 with pseudo-sequence DRB1_0101. The binding affinity (normalized) is 0.891. (8) The peptide sequence is FGQNTGAIAAAEARY. The MHC is DRB3_0202 with pseudo-sequence DRB3_0202. The binding affinity (normalized) is 0.574.